Dataset: Full USPTO retrosynthesis dataset with 1.9M reactions from patents (1976-2016). Task: Predict the reactants needed to synthesize the given product. (1) Given the product [CH2:25]([O:24][C:22](=[O:23])[CH2:21][N:1]1[CH2:6][CH2:5][CH2:4][CH:3]([N:7]2[C:11]3=[C:12]4[CH:18]=[CH:17][NH:16][C:13]4=[N:14][CH:15]=[C:10]3[NH:9][C:8]2=[O:19])[CH2:2]1)[CH3:26], predict the reactants needed to synthesize it. The reactants are: [NH:1]1[CH2:6][CH2:5][CH2:4][CH:3]([N:7]2[C:11]3=[C:12]4[CH:18]=[CH:17][NH:16][C:13]4=[N:14][CH:15]=[C:10]3[NH:9][C:8]2=[O:19])[CH2:2]1.Br[CH2:21][C:22]([O:24][CH2:25][CH3:26])=[O:23].C([O-])([O-])=O.[K+].[K+].[I-].[K+]. (2) Given the product [NH2:30][C:27]1[N:26]=[C:25]([CH3:31])[C:24]([C:13]2[N:12]=[C:11]3[C:16]([N:17]=[C:9]([N:36]4[CH2:44][CH2:43][CH:39]([C:40]([NH2:42])=[O:41])[CH2:38][CH2:37]4)[N:10]3[CH2:32][CH:33]3[CH2:35][CH2:34]3)=[C:15]([N:18]3[CH2:23][CH2:22][O:21][CH2:20][CH2:19]3)[N:14]=2)=[CH:29][N:28]=1, predict the reactants needed to synthesize it. The reactants are: CN1CCCC1=O.Cl[C:9]1[N:10]([CH2:32][CH:33]2[CH2:35][CH2:34]2)[C:11]2[C:16]([N:17]=1)=[C:15]([N:18]1[CH2:23][CH2:22][O:21][CH2:20][CH2:19]1)[N:14]=[C:13]([C:24]1[C:25]([CH3:31])=[N:26][C:27]([NH2:30])=[N:28][CH:29]=1)[N:12]=2.[NH:36]1[CH2:44][CH2:43][CH:39]([C:40]([NH2:42])=[O:41])[CH2:38][CH2:37]1. (3) Given the product [O:16]=[C:9]1[CH:10]([C:11]([O:13][CH2:14][CH3:15])=[O:12])[C:5](=[O:23])[CH:6]([C:17]2[CH:18]=[CH:19][CH:20]=[CH:21][CH:22]=2)[CH2:7][NH:8]1, predict the reactants needed to synthesize it. The reactants are: [Na].C(O[C:5](=[O:23])[CH:6]([C:17]1[CH:22]=[CH:21][CH:20]=[CH:19][CH:18]=1)[CH2:7][NH:8][C:9](=[O:16])[CH2:10][C:11]([O:13][CH2:14][CH3:15])=[O:12])C. (4) Given the product [CH:1]1[C:10]2[C:5](=[CH:6][CH:7]=[CH:8][CH:9]=2)[CH:4]=[CH:3][C:2]=1[CH2:11][C:12]([Cl:17])=[O:14], predict the reactants needed to synthesize it. The reactants are: [CH:1]1[C:10]2[C:5](=[CH:6][CH:7]=[CH:8][CH:9]=2)[CH:4]=[CH:3][C:2]=1[CH2:11][C:12]([OH:14])=O.S(Cl)([Cl:17])=O. (5) Given the product [CH3:7][C:4]1[S:3][C:2]([B:15]([OH:16])[OH:14])=[CH:6][CH:5]=1, predict the reactants needed to synthesize it. The reactants are: Br[C:2]1[S:3][C:4]([CH3:7])=[CH:5][CH:6]=1.[Li]CCCC.C[O:14][B:15](OC)[O:16]C.Cl.